From a dataset of Catalyst prediction with 721,799 reactions and 888 catalyst types from USPTO. Predict which catalyst facilitates the given reaction. (1) Reactant: [Cl:1][C:2]1[CH:10]=[CH:9][C:8]2[NH:7][C:6]3[CH2:11][CH2:12][N:13]([CH3:15])[CH2:14][C:5]=3[C:4]=2[CH:3]=1.N1CCC[C@H]1C(O)=O.P([O-])([O-])([O-])=O.[K+].[K+].[K+].Br[CH:33]=[C:34]([C:36]1[CH:41]=[CH:40][CH:39]=[C:38]([F:42])[CH:37]=1)[CH3:35]. Product: [Cl:1][C:2]1[CH:10]=[CH:9][C:8]2[N:7](/[CH:33]=[C:34](\[C:36]3[CH:41]=[CH:40][CH:39]=[C:38]([F:42])[CH:37]=3)/[CH3:35])[C:6]3[CH2:11][CH2:12][N:13]([CH3:15])[CH2:14][C:5]=3[C:4]=2[CH:3]=1. The catalyst class is: 122. (2) Reactant: [CH3:1][N:2]1[CH2:7][CH2:6][CH:5]([O:8][C:9]2[CH:10]=[C:11]([CH:14]=[CH:15][CH:16]=2)[C:12]#[N:13])[CH2:4][CH2:3]1. Product: [CH3:1][N:2]1[CH2:7][CH2:6][CH:5]([O:8][C:9]2[CH:10]=[C:11]([CH:14]=[CH:15][CH:16]=2)[CH2:12][NH2:13])[CH2:4][CH2:3]1. The catalyst class is: 834. (3) Reactant: Br[CH2:2][C:3]([C:5]1[CH:10]=[CH:9][CH:8]=[CH:7][C:6]=1[Cl:11])=O.[OH:12][C:13]1[CH:18]=[CH:17][C:16]([NH:19][C:20]([NH2:22])=[S:21])=[CH:15][CH:14]=1. Product: [Cl:11][C:6]1[CH:7]=[CH:8][CH:9]=[CH:10][C:5]=1[C:3]1[N:22]=[C:20]([NH:19][C:16]2[CH:17]=[CH:18][C:13]([OH:12])=[CH:14][CH:15]=2)[S:21][CH:2]=1. The catalyst class is: 14. (4) Reactant: [CH:1]([C:3]1[O:7][C:6]([C:8]2[CH:13]=[CH:12][CH:11]=[C:10]([I:14])[CH:9]=2)=[N:5][CH:4]=1)=O.Cl.NO.C([N:20](CC)CC)C.C(=O)(O)[O-].[Na+].[Cl-].ClC1N(C)C=C[N+]=1C. Product: [C:1]([C:3]1[O:7][C:6]([C:8]2[CH:13]=[CH:12][CH:11]=[C:10]([I:14])[CH:9]=2)=[N:5][CH:4]=1)#[N:20]. The catalyst class is: 46. (5) Reactant: [Br:1][C:2]1[CH:9]=[CH:8][C:7]([F:10])=[CH:6][C:3]=1C=O.[NH:11]1[CH2:16][CH2:15][O:14][CH2:13][CH2:12]1.[C:17](O[BH-](OC(=O)C)OC(=O)C)(=O)C.[Na+].C(=O)(O)[O-].[Na+]. Product: [Br:1][C:2]1[CH:3]=[CH:6][C:7]([F:10])=[C:8]([CH:9]=1)[CH2:17][N:11]1[CH2:16][CH2:15][O:14][CH2:13][CH2:12]1. The catalyst class is: 478. (6) Reactant: [C:1]([NH:5][C:6]([C:8]1[C:12]2=[N:13][C:14]([C:17]3[C:25]4[C:20](=[CH:21][CH:22]=[C:23]([O:26][CH:27]([F:29])[F:28])[CH:24]=4)[NH:19][N:18]=3)=[CH:15][N:16]=[C:11]2[N:10]([C:30]([C:43]2[CH:48]=[CH:47][CH:46]=[CH:45][CH:44]=2)([C:37]2[CH:42]=[CH:41][CH:40]=[CH:39][CH:38]=2)[C:31]2[CH:36]=[CH:35][CH:34]=[CH:33][CH:32]=2)[CH:9]=1)=[O:7])([CH3:4])([CH3:3])[CH3:2].CS(O[CH2:54][CH2:55][CH:56]1[CH2:60][O:59][C:58]([CH3:62])([CH3:61])[O:57]1)(=O)=O.C([O-])([O-])=O.[K+].[K+].O. Product: [C:1]([NH:5][C:6]([C:8]1[C:12]2=[N:13][C:14]([C:17]3[C:25]4[C:20](=[CH:21][CH:22]=[C:23]([O:26][CH:27]([F:29])[F:28])[CH:24]=4)[N:19]([CH2:54][CH2:55][CH:56]4[CH2:60][O:59][C:58]([CH3:62])([CH3:61])[O:57]4)[N:18]=3)=[CH:15][N:16]=[C:11]2[N:10]([C:30]([C:37]2[CH:42]=[CH:41][CH:40]=[CH:39][CH:38]=2)([C:31]2[CH:32]=[CH:33][CH:34]=[CH:35][CH:36]=2)[C:43]2[CH:48]=[CH:47][CH:46]=[CH:45][CH:44]=2)[CH:9]=1)=[O:7])([CH3:4])([CH3:2])[CH3:3]. The catalyst class is: 3. (7) Reactant: C(OC([N:8]1[CH2:13][CH2:12][CH:11]([NH:14][C:15]([NH:17][C:18]2[CH:19]=[C:20]3[C:25](=[CH:26][CH:27]=2)[N:24]=[C:23]([NH:28][C@H:29]2[C:37]4[C:32](=[CH:33][CH:34]=[CH:35][CH:36]=4)[CH2:31][CH2:30]2)[CH:22]=[CH:21]3)=[O:16])[CH2:10][CH2:9]1)=O)(C)(C)C.FC(F)(F)C(O)=O.C(=O)([O-])[O-].[Na+].[Na+]. Product: [C@H:29]1([NH:28][C:23]2[CH:22]=[CH:21][C:20]3[C:25](=[CH:26][CH:27]=[C:18]([NH:17][C:15]([NH:14][CH:11]4[CH2:12][CH2:13][NH:8][CH2:9][CH2:10]4)=[O:16])[CH:19]=3)[N:24]=2)[C:37]2[C:32](=[CH:33][CH:34]=[CH:35][CH:36]=2)[CH2:31][CH2:30]1. The catalyst class is: 34. (8) Reactant: [C:1]1([N:7]2[CH:35]=[C:10]3[CH2:11][N:12]([C:15]4[CH:20]=[CH:19][C:18]([C:21]5[S:25][C:24]([C:26]6[CH:34]=[CH:33][C:29]([C:30]([OH:32])=[O:31])=[CH:28][CH:27]=6)=[N:23][N:22]=5)=[CH:17][CH:16]=4)[CH2:13][CH2:14][C:9]3=[N:8]2)[CH:6]=[CH:5][CH:4]=[CH:3][CH:2]=1.F[P-](F)(F)(F)(F)F.[N:43]1(OC(N(C)C)=[N+](C)C)[C:47]2[CH:48]=[CH:49][CH:50]=[CH:51][C:46]=2[N:45]=[N:44]1.C(N(CC)C(C)C)(C)C.O. Product: [C:1]1([N:7]2[CH:35]=[C:10]3[CH2:11][N:12]([C:15]4[CH:20]=[CH:19][C:18]([C:21]5[S:25][C:24]([C:26]6[CH:27]=[CH:28][C:29]([C:30]([O:32][N:43]7[C:47]8[CH:48]=[CH:49][CH:50]=[CH:51][C:46]=8[N:45]=[N:44]7)=[O:31])=[CH:33][CH:34]=6)=[N:23][N:22]=5)=[CH:17][CH:16]=4)[CH2:13][CH2:14][C:9]3=[N:8]2)[CH:2]=[CH:3][CH:4]=[CH:5][CH:6]=1. The catalyst class is: 60.